From a dataset of Full USPTO retrosynthesis dataset with 1.9M reactions from patents (1976-2016). Predict the reactants needed to synthesize the given product. (1) Given the product [CH3:16][C:15]1([CH3:17])[C:18]([CH3:20])([CH3:19])[O:10][B:9]([C:5]2[CH:6]=[CH:7][CH:8]=[C:3]([C:2]([F:1])([F:12])[F:13])[CH:4]=2)[O:11]1, predict the reactants needed to synthesize it. The reactants are: [F:1][C:2]([F:13])([F:12])[C:3]1[CH:4]=[C:5]([B:9]([OH:11])[OH:10])[CH:6]=[CH:7][CH:8]=1.O[C:15]([C:18](O)([CH3:20])[CH3:19])([CH3:17])[CH3:16]. (2) Given the product [CH3:38][O:37][C:22]1[CH:21]=[C:20]([N:14]2[CH2:15][CH2:16][C:11]3[CH:10]=[C:9]([C:6]4[CH:7]=[CH:8][C:3]([O:2][CH3:1])=[CH:4][CH:5]=4)[S:18][C:12]=3[C:13]2=[O:17])[CH:25]=[CH:24][C:23]=1[O:26][S:27]([C:30]1[CH:31]=[CH:32][C:33]([CH3:36])=[CH:34][CH:35]=1)(=[O:29])=[O:28], predict the reactants needed to synthesize it. The reactants are: [CH3:1][O:2][C:3]1[CH:8]=[CH:7][C:6]([C:9]2[S:18][C:12]3[C:13](=[O:17])[NH:14][CH2:15][CH2:16][C:11]=3[CH:10]=2)=[CH:5][CH:4]=1.Br[C:20]1[CH:25]=[CH:24][C:23]([O:26][S:27]([C:30]2[CH:35]=[CH:34][C:33]([CH3:36])=[CH:32][CH:31]=2)(=[O:29])=[O:28])=[C:22]([O:37][CH3:38])[CH:21]=1.C([O-])([O-])=O.[Cs+].[Cs+]. (3) Given the product [N:12]1([CH2:18][CH2:19][CH2:20][NH:21][S:1]([C:3]2[CH:8]=[CH:7][C:6]([NH2:9])=[CH:5][CH:4]=2)(=[O:10])=[O:2])[CH2:16][CH2:15][CH2:14][C:13]1=[O:17], predict the reactants needed to synthesize it. The reactants are: [S:1](F)(=[O:10])([C:3]1[CH:8]=[CH:7][C:6]([NH2:9])=[CH:5][CH:4]=1)=[O:2].[N:12]1([CH2:18][CH2:19][CH2:20][NH2:21])[CH2:16][CH2:15][CH2:14][C:13]1=[O:17].C(N(CC)CC)C. (4) Given the product [Cl:1][C:2]1[C:15]([CH2:16][N:17]2[CH2:18][CH2:19][C:20]3([O:25][CH2:24][CH2:23][N:22]([C:26]([C:28]4[N:29]=[C:30]([CH:33]([CH3:34])[CH3:35])[S:31][CH:32]=4)=[O:27])[CH2:21]3)[CH2:36][CH2:37]2)=[CH:14][CH:13]=[CH:12][C:3]=1[CH2:4][CH2:5][O:6][CH2:7][CH2:8][C:9]([N:42]([CH:43]1[CH2:48][CH2:47][CH2:46][CH2:45][CH2:44]1)[CH2:41][CH:40]([O:49][CH3:50])[O:39][CH3:38])=[O:10], predict the reactants needed to synthesize it. The reactants are: [Cl:1][C:2]1[C:15]([CH2:16][N:17]2[CH2:37][CH2:36][C:20]3([O:25][CH2:24][CH2:23][N:22]([C:26]([C:28]4[N:29]=[C:30]([CH:33]([CH3:35])[CH3:34])[S:31][CH:32]=4)=[O:27])[CH2:21]3)[CH2:19][CH2:18]2)=[CH:14][CH:13]=[CH:12][C:3]=1[CH2:4][CH2:5][O:6][CH2:7][CH2:8][C:9](O)=[O:10].[CH3:38][O:39][CH:40]([O:49][CH3:50])[CH2:41][NH:42][CH:43]1[CH2:48][CH2:47][CH2:46][CH2:45][CH2:44]1. (5) The reactants are: [CH2:1]([N:3]([C@@H:11]([CH3:25])[CH2:12][N:13]1[CH:17]=[CH:16][C:15]([C:18]2[CH:23]=[CH:22][C:21]([F:24])=[CH:20][N:19]=2)=[N:14]1)C(=O)OC(C)(C)C)[CH3:2].[ClH:26].CCOC(C)=O. Given the product [ClH:26].[ClH:26].[CH2:1]([NH:3][C@@H:11]([CH3:25])[CH2:12][N:13]1[CH:17]=[CH:16][C:15]([C:18]2[CH:23]=[CH:22][C:21]([F:24])=[CH:20][N:19]=2)=[N:14]1)[CH3:2], predict the reactants needed to synthesize it.